This data is from Reaction yield outcomes from USPTO patents with 853,638 reactions. The task is: Predict the reaction yield, written as a fraction of the theoretical maximum amount of product (1.0 means a 100% yield; for example, 0.34 means a 34% yield). (1) The reactants are [Cl:1][C:2]1[CH:7]=[CH:6][C:5]([C@H:8]([N:10]2[C:14]3[CH:15]=[C:16]([N:19]4[CH2:24][CH2:23][NH:22][C@H:21]([CH3:25])[CH2:20]4)[CH:17]=[CH:18][C:13]=3[N:12]=[CH:11]2)[CH3:9])=[C:4]([F:26])[CH:3]=1.C(OC([N:34]1[CH2:38][CH2:37][CH2:36][C@@H:35]1[C:39](O)=[O:40])=O)(C)(C)C.CN(C(ON1N=NC2C=CC=NC1=2)=[N+](C)C)C.F[P-](F)(F)(F)(F)F.CCN(CC)CC. The catalyst is ClCCl.C(OCC)(=O)C. The product is [Cl:1][C:2]1[CH:7]=[CH:6][C:5]([C@H:8]([N:10]2[C:14]3[CH:15]=[C:16]([N:19]4[CH2:24][CH2:23][N:22]([C:39]([C@H:35]5[CH2:36][CH2:37][CH2:38][NH:34]5)=[O:40])[C@H:21]([CH3:25])[CH2:20]4)[CH:17]=[CH:18][C:13]=3[N:12]=[CH:11]2)[CH3:9])=[C:4]([F:26])[CH:3]=1. The yield is 0.280. (2) The reactants are [CH2:1]([O:3][C:4]1[C:12]([F:13])=[CH:11][C:7]([C:8](O)=[O:9])=[CH:6][C:5]=1[F:14])[CH3:2]. The catalyst is C1COCC1. The product is [CH2:1]([O:3][C:4]1[C:5]([F:14])=[CH:6][C:7]([CH2:8][OH:9])=[CH:11][C:12]=1[F:13])[CH3:2]. The yield is 0.590. (3) The reactants are [ClH:1].Cl.Cl.Cl.[NH2:5][CH2:6][CH2:7][CH2:8][NH:9][CH2:10][CH2:11][CH2:12][CH2:13][NH:14][CH2:15][CH2:16][CH2:17][N:18]1[CH:23]=[CH:22][C:21](=[O:24])[C:20]([O:25]CC2C=CC=CC=2)=[C:19]1[CH3:33]. The catalyst is CO.[Pd]. The product is [ClH:1].[ClH:1].[ClH:1].[ClH:1].[NH2:5][CH2:6][CH2:7][CH2:8][NH:9][CH2:10][CH2:11][CH2:12][CH2:13][NH:14][CH2:15][CH2:16][CH2:17][N:18]1[CH:23]=[CH:22][C:21](=[O:24])[C:20]([OH:25])=[C:19]1[CH3:33]. The yield is 0.760. (4) The reactants are Cl[C:2]1[N:7]=[C:6]([C:8]2[CH:9]=[N:10][N:11]3[CH:16]=[CH:15][C:14]([C:17]#[N:18])=[CH:13][C:12]=23)[CH:5]=[CH:4][CH:3]=1.[CH:19]1([CH2:25][NH2:26])[CH2:24][CH2:23][CH2:22][CH2:21][CH2:20]1.C(N(CC)CC)C.O. The catalyst is CS(C)=O. The product is [CH:19]1([CH2:25][NH:26][C:2]2[N:7]=[C:6]([C:8]3[CH:9]=[N:10][N:11]4[CH:16]=[CH:15][C:14]([C:17]#[N:18])=[CH:13][C:12]=34)[CH:5]=[CH:4][CH:3]=2)[CH2:24][CH2:23][CH2:22][CH2:21][CH2:20]1. The yield is 0.330. (5) The reactants are [Br:1][C:2]1[C:3]([O:13][CH3:14])=[C:4]([O:11][CH3:12])[C:5]([Cl:10])=[C:6]([CH:9]=1)[CH:7]=[O:8].CC(=CC)C.[OH:20]P([O-])(O)=O.[K+].[O-]Cl=O.[Na+]. The catalyst is CC(O)(C)C. The product is [Br:1][C:2]1[C:3]([O:13][CH3:14])=[C:4]([O:11][CH3:12])[C:5]([Cl:10])=[C:6]([CH:9]=1)[C:7]([OH:20])=[O:8]. The yield is 0.990. (6) The reactants are [Si:1]([O:8][CH2:9][CH:10]([NH:19][CH2:20][C:21]([O:23][C:24]([CH3:27])([CH3:26])[CH3:25])=[O:22])[C:11]1[CH:16]=[CH:15][C:14]([C:17]#[N:18])=[CH:13][CH:12]=1)([C:4]([CH3:7])([CH3:6])[CH3:5])([CH3:3])[CH3:2].[NH2:28][OH:29]. The catalyst is C(O)C. The product is [Si:1]([O:8][CH2:9][CH:10]([NH:19][CH2:20][C:21]([O:23][C:24]([CH3:27])([CH3:26])[CH3:25])=[O:22])[C:11]1[CH:12]=[CH:13][C:14]([C:17](=[N:28][OH:29])[NH2:18])=[CH:15][CH:16]=1)([C:4]([CH3:7])([CH3:6])[CH3:5])([CH3:3])[CH3:2]. The yield is 1.00. (7) The reactants are I[C:2]1[CH:7]=[CH:6][N:5]=[C:4]([N:8]2[C:12]3[CH2:13][CH2:14][CH2:15][C:11]=3[C:10]([C:16]([NH2:18])=[O:17])=[N:9]2)[CH:3]=1.[C:19]([C@:21]1([OH:28])[CH2:25][CH2:24][N:23]([CH3:26])[C:22]1=[O:27])#[CH:20]. No catalyst specified. The product is [OH:28][C@@:21]1([C:19]#[C:20][C:2]2[CH:7]=[CH:6][N:5]=[C:4]([N:8]3[C:12]4[CH2:13][CH2:14][CH2:15][C:11]=4[C:10]([C:16]([NH2:18])=[O:17])=[N:9]3)[CH:3]=2)[CH2:25][CH2:24][N:23]([CH3:26])[C:22]1=[O:27]. The yield is 0.110. (8) The reactants are C(OC(=O)[N:7]([CH2:19][C:20]1[CH:25]=[CH:24][CH:23]=[CH:22][CH:21]=1)[CH2:8][CH2:9]/[CH:10]=[CH:11]/[C:12]1[CH:17]=[CH:16][C:15]([F:18])=[CH:14][CH:13]=1)(C)(C)C.FC(F)(F)C(O)=O. The catalyst is C(Cl)Cl. The product is [CH2:19]([NH:7][CH2:8][CH2:9]/[CH:10]=[CH:11]/[C:12]1[CH:17]=[CH:16][C:15]([F:18])=[CH:14][CH:13]=1)[C:20]1[CH:21]=[CH:22][CH:23]=[CH:24][CH:25]=1. The yield is 0.950. (9) The reactants are C1(P(C2C=CC=CC=2)C2C=CC=CC=2)C=CC=CC=1.CN(C=O)C.[CH2:25]([O:29][C:30]1[CH:35]=[CH:34][C:33]([S:36](Cl)(=O)=O)=[CH:32][CH:31]=1)[C:26]#[C:27][CH3:28].Cl. The catalyst is ClCCl.[Cl-].[Na+].O. The product is [CH2:25]([O:29][C:30]1[CH:31]=[CH:32][C:33]([SH:36])=[CH:34][CH:35]=1)[C:26]#[C:27][CH3:28]. The yield is 0.420.